This data is from Full USPTO retrosynthesis dataset with 1.9M reactions from patents (1976-2016). The task is: Predict the reactants needed to synthesize the given product. (1) Given the product [CH2:29]([N:1]1[CH2:6][CH2:5][CH:4]([CH2:7][N:8]2[C:16]3[C:11](=[CH:12][CH:13]=[CH:14][CH:15]=3)[C:10]3([CH2:20][O:19][C:18]4[CH:21]=[C:22]5[C:26](=[CH:27][C:17]3=4)[CH2:25][CH2:24][O:23]5)[C:9]2=[O:28])[CH2:3][CH2:2]1)[CH3:30], predict the reactants needed to synthesize it. The reactants are: [NH:1]1[CH2:6][CH2:5][CH:4]([CH2:7][N:8]2[C:16]3[C:11](=[CH:12][CH:13]=[CH:14][CH:15]=3)[C:10]3([CH2:20][O:19][C:18]4[CH:21]=[C:22]5[C:26](=[CH:27][C:17]3=4)[CH2:25][CH2:24][O:23]5)[C:9]2=[O:28])[CH2:3][CH2:2]1.[CH:29](=O)[CH3:30].C(O[BH-](OC(=O)C)OC(=O)C)(=O)C.[Na+]. (2) Given the product [C:15]1([C:21]2[CH:29]=[C:28]3[C:24]([CH:25]=[C:26]([C:30]([NH:1][C@@H:2]4[CH2:7][CH2:6][CH2:5][NH:4][CH2:3]4)=[O:31])[NH:27]3)=[CH:23][CH:22]=2)[CH:16]=[CH:17][CH:18]=[CH:19][CH:20]=1, predict the reactants needed to synthesize it. The reactants are: [NH2:1][C@@H:2]1[CH2:7][CH2:6][CH2:5][N:4](C(OC(C)(C)C)=O)[CH2:3]1.[C:15]1([C:21]2[CH:29]=[C:28]3[C:24]([CH:25]=[C:26]([C:30](O)=[O:31])[NH:27]3)=[CH:23][CH:22]=2)[CH:20]=[CH:19][CH:18]=[CH:17][CH:16]=1.N. (3) Given the product [CH:10]([C:8]1[N:9]=[C:5]([NH:4][C:1](=[O:3])[CH3:2])[S:6][C:7]=1[CH2:15][C:16]1[CH:21]=[CH:20][C:19]([S:22][CH3:23])=[CH:18][CH:17]=1)=[O:11], predict the reactants needed to synthesize it. The reactants are: [C:1]([NH:4][C:5]1[S:6][C:7]([CH2:15][C:16]2[CH:21]=[CH:20][C:19]([S:22][CH3:23])=[CH:18][CH:17]=2)=[C:8]([C:10](OCC)=[O:11])[N:9]=1)(=[O:3])[CH3:2].[BH4-].[Li+]. (4) Given the product [CH3:1][O:2][C:3]1[CH:4]=[C:5]([CH:9]=[CH:10][C:11]=1[C:12]1[O:16][C:15]([CH3:17])=[N:14][CH:13]=1)[C:6]([NH:19][NH2:20])=[O:7], predict the reactants needed to synthesize it. The reactants are: [CH3:1][O:2][C:3]1[CH:4]=[C:5]([CH:9]=[CH:10][C:11]=1[C:12]1[O:16][C:15]([CH3:17])=[N:14][CH:13]=1)[C:6](O)=[O:7].O.[NH2:19][NH2:20]. (5) Given the product [CH3:1][N:2]([C:15]1[CH:20]=[CH:19][CH:18]=[CH:17][CH:16]=1)[C:3](=[O:14])[CH:4]([C:5]1[CH:10]=[CH:9][CH:8]=[C:7]([N+:11]([O-:13])=[O:12])[CH:6]=1)[CH3:23], predict the reactants needed to synthesize it. The reactants are: [CH3:1][N:2]([C:15]1[CH:20]=[CH:19][CH:18]=[CH:17][CH:16]=1)[C:3](=[O:14])[CH2:4][C:5]1[CH:10]=[CH:9][CH:8]=[C:7]([N+:11]([O-:13])=[O:12])[CH:6]=1.[H-].[Na+].[CH3:23]I.O. (6) Given the product [NH2:1][C:2]([C:4]1[CH:5]=[N:6][C:7]2[C:12]([C:13]=1[NH:14][C:15]1[CH:16]=[C:17]([CH:23]=[CH:24][CH:25]=1)[C:18]([O:20][CH2:21][CH3:22])=[O:19])=[CH:11][CH:10]=[C:9]([C:30]1[N:29]([CH3:42])[C:28]([Cl:27])=[N:32][CH:31]=1)[CH:8]=2)=[O:3], predict the reactants needed to synthesize it. The reactants are: [NH2:1][C:2]([C:4]1[CH:5]=[N:6][C:7]2[C:12]([C:13]=1[NH:14][C:15]1[CH:16]=[C:17]([CH:23]=[CH:24][CH:25]=1)[C:18]([O:20][CH2:21][CH3:22])=[O:19])=[CH:11][CH:10]=[C:9](Br)[CH:8]=2)=[O:3].[Cl:27][C:28]1[N:29]([CH3:42])[C:30](B2OC(C)(C)C(C)(C)O2)=[CH:31][N:32]=1.C(=O)([O-])[O-].[K+].[K+].